This data is from Forward reaction prediction with 1.9M reactions from USPTO patents (1976-2016). The task is: Predict the product of the given reaction. (1) Given the reactants [F:1][C:2]([F:14])([F:13])[CH2:3][O:4][C:5]1[CH:6]=[CH:7][C:8]([SH:12])=[C:9]([OH:11])[CH:10]=1.CC(C)([O-])C.[K+].[F:21][C:22]1[CH:27]=[CH:26][C:25](F)=[CH:24][C:23]=1[N+]([O-])=O, predict the reaction product. The product is: [F:21][C:22]1[CH:23]=[CH:24][C:25]2[S:12][C:8]3[C:9]([O:11][C:26]=2[CH:27]=1)=[CH:10][C:5]([O:4][CH2:3][C:2]([F:1])([F:13])[F:14])=[CH:6][CH:7]=3. (2) Given the reactants [OH:1][C:2]1[CH:7]=[CH:6][C:5]([S:8][CH2:9][CH2:10][CH2:11][C:12]([OH:14])=O)=[CH:4][CH:3]=1.[CH3:15][O:16][C:17]1[C:25]([O:26][CH3:27])=[CH:24][CH:23]=[CH:22][C:18]=1[CH2:19][NH:20][CH3:21], predict the reaction product. The product is: [CH3:15][O:16][C:17]1[C:25]([O:26][CH3:27])=[CH:24][CH:23]=[CH:22][C:18]=1[CH2:19][N:20]([CH3:21])[C:12](=[O:14])[CH2:11][CH2:10][CH2:9][S:8][C:5]1[CH:4]=[CH:3][C:2]([OH:1])=[CH:7][CH:6]=1. (3) Given the reactants [Cl:1][C:2]1[N:7]=[C:6]([Cl:8])[CH:5]=[C:4](Cl)[N:3]=1.CC1(C)C(C)(C)OB([C:18]2[CH:19]=[N:20][C:21]([NH2:24])=[N:22][CH:23]=2)O1.[CH3:26]OCCOC, predict the reaction product. The product is: [Cl:1][C:2]1[N:3]=[C:4]([C:18]2[CH:19]=[N:20][C:21]([NH:24][CH3:26])=[N:22][CH:23]=2)[CH:5]=[C:6]([Cl:8])[N:7]=1. (4) Given the reactants [O:1]=[C:2]([N:9]1[CH2:14][CH2:13][CH:12]([C:15]2[S:16][CH:17]=[C:18]([C:20]3[CH2:24][CH:23]([C:25]4[CH:30]=[CH:29][CH:28]=[CH:27][C:26]=4[O:31][CH2:32][C:33]#[CH:34])[O:22][N:21]=3)[N:19]=2)[CH2:11][CH2:10]1)[CH2:3][C:4]([O:6][CH2:7][CH3:8])=[O:5].[Br:35]N1C(=O)CCC1=O, predict the reaction product. The product is: [Br:35][CH:3]([C:2](=[O:1])[N:9]1[CH2:14][CH2:13][CH:12]([C:15]2[S:16][CH:17]=[C:18]([C:20]3[CH2:24][CH:23]([C:25]4[CH:30]=[CH:29][CH:28]=[CH:27][C:26]=4[O:31][CH2:32][C:33]#[CH:34])[O:22][N:21]=3)[N:19]=2)[CH2:11][CH2:10]1)[C:4]([O:6][CH2:7][CH3:8])=[O:5]. (5) The product is: [C:1]([C:5]1[CH:10]=[CH:9][C:25]([C:24]([OH:27])=[O:26])=[CH:7][CH:6]=1)([CH3:4])([CH3:3])[CH3:2].[C:1]([C:5]1[CH:6]=[CH:7][C:8]([CH:11]=[O:12])=[CH:9][CH:10]=1)([CH3:4])([CH3:3])[CH3:2]. Given the reactants [C:1]([C:5]1[CH:10]=[CH:9][C:8]([CH3:11])=[CH:7][CH:6]=1)([CH3:4])([CH3:3])[CH3:2].[OH:12]N1C(=O)N(O)C(=O)N(O)C1=O.[C:24]([OH:27])(=[O:26])[CH3:25].O=O, predict the reaction product. (6) Given the reactants [F:1][C:2]1[CH:10]=[C:9]([C:11]2[NH:15][N:14]=[N:13][N:12]=2)[CH:8]=[CH:7][C:3]=1[C:4]([OH:6])=[O:5].[CH3:16]O, predict the reaction product. The product is: [CH3:16][O:5][C:4](=[O:6])[C:3]1[CH:7]=[CH:8][C:9]([C:11]2[NH:15][N:14]=[N:13][N:12]=2)=[CH:10][C:2]=1[F:1].